From a dataset of Forward reaction prediction with 1.9M reactions from USPTO patents (1976-2016). Predict the product of the given reaction. (1) The product is: [F:1][C:2]1[C:3]([CH:11]([CH3:13])[CH3:12])=[CH:4][C:5]([B:19]([OH:22])[OH:20])=[C:6]([O:8][CH3:9])[CH:7]=1. Given the reactants [F:1][C:2]1[CH:7]=[C:6]([O:8][CH3:9])[C:5](I)=[CH:4][C:3]=1[CH:11]([CH3:13])[CH3:12].[Li]CCCC.[B:19](OC)([O:22]C)[O:20]C, predict the reaction product. (2) Given the reactants [Si:1]([O:8][C@H:9]1[CH2:18][C:17]([CH3:20])([CH3:19])[CH2:16][C:15]2[N:14]=[C:13]([CH:21]([CH3:23])[CH3:22])[C:12]([C@@H:24]([C:26]3[CH:31]=[CH:30][C:29]([C:32]([F:35])([F:34])[F:33])=[CH:28][CH:27]=3)[OH:25])=[C:11](I)[C:10]1=2)([C:4]([CH3:7])([CH3:6])[CH3:5])([CH3:3])[CH3:2].[O:37]1[CH2:42][CH:41]=[C:40](B2OC(C)(C)C(C)(C)O2)[CH2:39][CH2:38]1, predict the reaction product. The product is: [Si:1]([O:8][C@H:9]1[CH2:18][C:17]([CH3:20])([CH3:19])[CH2:16][C:15]2[N:14]=[C:13]([CH:21]([CH3:23])[CH3:22])[C:12]([C@@H:24]([C:26]3[CH:31]=[CH:30][C:29]([C:32]([F:35])([F:34])[F:33])=[CH:28][CH:27]=3)[OH:25])=[C:11]([C:40]3[CH2:41][CH2:42][O:37][CH2:38][CH:39]=3)[C:10]1=2)([C:4]([CH3:7])([CH3:6])[CH3:5])([CH3:3])[CH3:2]. (3) Given the reactants [Cl:1][C:2]1[CH:23]=[CH:22][C:5]2[N:6]([CH2:13][C:14]3[CH:19]=[CH:18][C:17]([O:20][CH3:21])=[CH:16][CH:15]=3)[C:7](=[O:12])[CH2:8][NH:9][C:10](=O)[C:4]=2[CH:3]=1.O=P(Cl)(Cl)[Cl:26], predict the reaction product. The product is: [Cl:26][C:10]1[C:4]2[CH:3]=[C:2]([Cl:1])[CH:23]=[CH:22][C:5]=2[N:6]([CH2:13][C:14]2[CH:19]=[CH:18][C:17]([O:20][CH3:21])=[CH:16][CH:15]=2)[C:7](=[O:12])[CH2:8][N:9]=1. (4) Given the reactants [Cl:1][C:2]1[N:7]=[CH:6][C:5]([C:8]2[NH:13][C:12](=[O:14])[C:11]([CH:15]([NH:17][C:18](=O)[CH3:19])[CH3:16])=[N:10][N:9]=2)=[CH:4][CH:3]=1.P(Cl)(Cl)(Cl)=O, predict the reaction product. The product is: [Cl:1][C:2]1[N:7]=[CH:6][C:5]([C:8]2[NH:13][C:12](=[O:14])[C:11]3=[C:15]([CH3:16])[N:17]=[C:18]([CH3:19])[N:10]3[N:9]=2)=[CH:4][CH:3]=1. (5) Given the reactants Br[C:2]1[CH:3]=[C:4]([C:7]2[N:12]([CH2:13][C:14]3[CH:19]=[CH:18][C:17]([F:20])=[CH:16][C:15]=3[F:21])[C:11](=[O:22])[C:10]([C:23]#[N:24])=[C:9]([C:25]([F:28])([F:27])[F:26])[CH:8]=2)[O:5][CH:6]=1.[CH3:29][O:30][C:31](=[O:50])[C:32]([CH3:49])([C:34]1[CH:39]=[CH:38][CH:37]=[C:36](B2OC(C)(C)C(C)(C)O2)[CH:35]=1)[CH3:33], predict the reaction product. The product is: [CH3:29][O:30][C:31](=[O:50])[C:32]([C:34]1[CH:35]=[CH:36][CH:37]=[C:38]([C:2]2[CH:3]=[C:4]([C:7]3[N:12]([CH2:13][C:14]4[CH:19]=[CH:18][C:17]([F:20])=[CH:16][C:15]=4[F:21])[C:11](=[O:22])[C:10]([C:23]#[N:24])=[C:9]([C:25]([F:26])([F:28])[F:27])[CH:8]=3)[O:5][CH:6]=2)[CH:39]=1)([CH3:49])[CH3:33]. (6) Given the reactants [Cl:1][C:2]1[CH:7]=[C:6]([Cl:8])[CH:5]=[CH:4][C:3]=1[C:9](=[O:12])[CH2:10]Cl.[CH3:13][N:14]1[CH2:19][CH2:18][NH:17][CH2:16][CH2:15]1, predict the reaction product. The product is: [Cl:1][C:2]1[CH:7]=[C:6]([Cl:8])[CH:5]=[CH:4][C:3]=1[C:9](=[O:12])[CH2:10][N:17]1[CH2:18][CH2:19][N:14]([CH3:13])[CH2:15][CH2:16]1. (7) Given the reactants [F:1][C:2]1[CH:3]=[C:4]([N+:9]([O-:11])=[O:10])[CH:5]=[CH:6][C:7]=1F.C([O-])([O-])=O.[K+].[K+].[CH2:18]([NH:24][CH2:25][CH2:26][CH2:27][CH2:28][CH2:29][CH3:30])[CH2:19][CH2:20][CH2:21][CH2:22][CH3:23], predict the reaction product. The product is: [F:1][C:2]1[CH:3]=[C:4]([N+:9]([O-:11])=[O:10])[CH:5]=[CH:6][C:7]=1[N:24]([CH2:25][CH2:26][CH2:27][CH2:28][CH2:29][CH3:30])[CH2:18][CH2:19][CH2:20][CH2:21][CH2:22][CH3:23]. (8) Given the reactants [C:1]([O:5][C:6]([N:8]1[CH2:12][C:11](=O)[CH2:10][C@H:9]1[C:14]([OH:16])=[O:15])=[O:7])([CH3:4])([CH3:3])[CH3:2].O.Cl.[CH2:19]([O:22][NH2:23])[CH:20]=[CH2:21].N1C=CC=CC=1, predict the reaction product. The product is: [CH2:19]([O:22][N:23]=[C:11]1[CH2:12][N:8]([C:6]([O:5][C:1]([CH3:4])([CH3:3])[CH3:2])=[O:7])[C@H:9]([C:14]([OH:16])=[O:15])[CH2:10]1)[CH:20]=[CH2:21].